From a dataset of Catalyst prediction with 721,799 reactions and 888 catalyst types from USPTO. Predict which catalyst facilitates the given reaction. (1) Reactant: [N+:1]([C:4]1[CH:8]=[CH:7][NH:6][N:5]=1)([O-:3])=[O:2].[H-].[Na+].[CH3:11][O:12][C:13](=[O:22])[C:14]1[CH:19]=[CH:18][CH:17]=[C:16]([CH2:20]Br)[CH:15]=1. Product: [CH3:11][O:12][C:13](=[O:22])[C:14]1[CH:19]=[CH:18][CH:17]=[C:16]([CH2:20][N:6]2[CH:7]=[CH:8][C:4]([N+:1]([O-:3])=[O:2])=[N:5]2)[CH:15]=1. The catalyst class is: 42. (2) The catalyst class is: 1. Reactant: [C:1]([O:5][C:6]([N:8]1[CH2:12][C@H:11]([CH3:13])[C@H:10]([NH:14][C:15]2[C:16]3[N:17]([CH:24]=[C:25]([C:27]([O:29]CC)=[O:28])[CH:26]=3)[N:18]=[CH:19][C:20]=2[C:21](=[O:23])[NH2:22])[CH2:9]1)=[O:7])([CH3:4])([CH3:3])[CH3:2].[OH-].[Na+]. Product: [C:1]([O:5][C:6]([N:8]1[CH2:12][C@H:11]([CH3:13])[C@H:10]([NH:14][C:15]2[C:16]3[N:17]([CH:24]=[C:25]([C:27]([OH:29])=[O:28])[CH:26]=3)[N:18]=[CH:19][C:20]=2[C:21](=[O:23])[NH2:22])[CH2:9]1)=[O:7])([CH3:2])([CH3:3])[CH3:4].